This data is from Reaction yield outcomes from USPTO patents with 853,638 reactions. The task is: Predict the reaction yield, written as a fraction of the theoretical maximum amount of product (1.0 means a 100% yield; for example, 0.34 means a 34% yield). (1) The reactants are C1(P(C2C=CC=CC=2)C2C=CC=CC=2)C=CC=CC=1.[C:20]([Br:24])(Br)(Br)[Br:21].[CH3:25][Si:26]([CH3:32])([CH3:31])[CH2:27][CH2:28][CH:29]=O. The catalyst is C(Cl)Cl.CCOCC. The product is [Br:21][C:20]([Br:24])=[CH:29][CH2:28][CH2:27][Si:26]([CH3:32])([CH3:31])[CH3:25]. The yield is 0.620. (2) The reactants are [O:1]=[C:2]([CH2:8][C:9]([O:11][CH3:12])=[O:10])[CH2:3][C:4]([O:6][CH3:7])=[O:5].C([O-])(=O)C.[Na+].[Cl:18][C:19]1[CH:20]=[C:21]([N+:26]#[N:27])[CH:22]=[CH:23][C:24]=1[Cl:25]. The product is [Cl:18][C:19]1[CH:20]=[C:21]([NH:26]/[N:27]=[C:8](\[C:2](=[O:1])[CH2:3][C:4]([O:6][CH3:7])=[O:5])/[C:9]([O:11][CH3:12])=[O:10])[CH:22]=[CH:23][C:24]=1[Cl:25]. The catalyst is C(O)C.O. The yield is 0.930.